Task: Binary Classification. Given a T-cell receptor sequence (or CDR3 region) and an epitope sequence, predict whether binding occurs between them.. Dataset: TCR-epitope binding with 47,182 pairs between 192 epitopes and 23,139 TCRs (1) The epitope is GTHWFVTQR. The TCR CDR3 sequence is CATLDRPYEQYF. Result: 1 (the TCR binds to the epitope). (2) The epitope is VTEHDTLLY. The TCR CDR3 sequence is CASSSPQGRLRGGYNEQFF. Result: 0 (the TCR does not bind to the epitope). (3) The epitope is ITEEVGHTDLMAAY. The TCR CDR3 sequence is CASSDTRTGVLGTQYF. Result: 0 (the TCR does not bind to the epitope). (4) The TCR CDR3 sequence is CASSHGTSNQPQHF. The epitope is LLMPILTLT. Result: 1 (the TCR binds to the epitope). (5) The epitope is YLNTLTLAV. The TCR CDR3 sequence is CASSLTAGTGPHEQYF. Result: 1 (the TCR binds to the epitope). (6) The epitope is HSKKKCDEL. The TCR CDR3 sequence is CASSLGTDTQYF. Result: 0 (the TCR does not bind to the epitope). (7) The epitope is TPINLVRDL. The TCR CDR3 sequence is CASSLEGGSYEQYF. Result: 0 (the TCR does not bind to the epitope).